This data is from Forward reaction prediction with 1.9M reactions from USPTO patents (1976-2016). The task is: Predict the product of the given reaction. (1) Given the reactants [CH3:1][C:2]1[C:7]([CH2:8]O)=[CH:6][CH:5]=[C:4]([C:10]2[CH:15]=[CH:14][C:13]([O:16][C:17]([F:20])([F:19])[F:18])=[CH:12][CH:11]=2)[N:3]=1.O=S(Cl)[Cl:23], predict the reaction product. The product is: [Cl:23][CH2:8][C:7]1[C:2]([CH3:1])=[N:3][C:4]([C:10]2[CH:15]=[CH:14][C:13]([O:16][C:17]([F:20])([F:19])[F:18])=[CH:12][CH:11]=2)=[CH:5][CH:6]=1. (2) Given the reactants C([NH:4]/[C:5](=[CH:9]\[C:10]1[CH:15]=[CH:14][C:13]([O:16]C)=[CH:12][C:11]=1[F:18])/[C:6]([OH:8])=[O:7])(=O)C.[BrH:19], predict the reaction product. The product is: [BrH:19].[NH2:4][C@@H:5]([CH2:9][C:10]1[CH:15]=[CH:14][C:13]([OH:16])=[CH:12][C:11]=1[F:18])[C:6]([OH:8])=[O:7]. (3) Given the reactants [OH:1][C:2]1[CH:3]=[C:4]([C:10]2[O:11][CH:12]=[C:13]([CH2:15][NH:16][C:17](=[O:27])[C:18]3[CH:23]=[CH:22][CH:21]=[CH:20][C:19]=3[O:24][CH2:25][CH3:26])[N:14]=2)[CH:5]=[CH:6][C:7]=1[O:8][CH3:9].C(=O)([O-])[O-].[K+].[K+].[F:34][C:35]([F:39])([F:38])[CH2:36]I.O, predict the reaction product. The product is: [CH3:9][O:8][C:7]1[CH:6]=[CH:5][C:4]([C:10]2[O:11][CH:12]=[C:13]([CH2:15][NH:16][C:17](=[O:27])[C:18]3[CH:23]=[CH:22][CH:21]=[CH:20][C:19]=3[O:24][CH2:25][CH3:26])[N:14]=2)=[CH:3][C:2]=1[O:1][CH2:36][C:35]([F:39])([F:38])[F:34]. (4) Given the reactants [CH2:1]([N:8]1[CH2:14][C:13]2[CH:15]=[C:16]([O:22][CH3:23])[C:17]([N+:19]([O-])=O)=[CH:18][C:12]=2[NH:11][C:10](=[O:24])[CH2:9]1)[C:2]1[CH:7]=[CH:6][CH:5]=[CH:4][CH:3]=1, predict the reaction product. The product is: [NH2:19][C:17]1[C:16]([O:22][CH3:23])=[CH:15][C:13]2[CH2:14][N:8]([CH2:1][C:2]3[CH:7]=[CH:6][CH:5]=[CH:4][CH:3]=3)[CH2:9][C:10](=[O:24])[NH:11][C:12]=2[CH:18]=1. (5) Given the reactants [NH:1]1[C:9]2[C:4](=[CH:5][CH:6]=[CH:7][CH:8]=2)[C:3](/[CH:10]=[C:11]2\[O:12][C:13]3[C:20]([CH2:21][N:22]4[CH2:27][CH2:26][N:25](C(OC(C)(C)C)=O)[CH2:24][CH2:23]4)=[C:19]([O:35][CH3:36])[CH:18]=[CH:17][C:14]=3[C:15]\2=[O:16])=[N:2]1.FC(F)(F)C(O)=O, predict the reaction product. The product is: [NH:1]1[C:9]2[C:4](=[CH:5][CH:6]=[CH:7][CH:8]=2)[C:3](/[CH:10]=[C:11]2\[O:12][C:13]3[C:20]([CH2:21][N:22]4[CH2:23][CH2:24][NH:25][CH2:26][CH2:27]4)=[C:19]([O:35][CH3:36])[CH:18]=[CH:17][C:14]=3[C:15]\2=[O:16])=[N:2]1. (6) Given the reactants [NH:1]1[CH2:6][CH2:5][O:4][CH2:3][CH2:2]1.N1C=CC=CC=1.Cl[C:14](OC1C=CC([N+]([O-])=O)=CC=1)=[O:15].[CH3:26][C:27]1[CH:32]=[C:31]([OH:33])[C:30]2[O:34][C:35]3[C:40]([C:41]([O:43][CH2:44][C:29]=2[CH:28]=1)=[O:42])=[C:39]([O:45][CH3:46])[C:38]([C@@H:47]([OH:52])[CH2:48][CH:49]([CH3:51])[CH3:50])=[CH:37][CH:36]=3.[H-].[Na+].C(=O)([O-])[O-].[Cs+].[Cs+].C(Cl)(=O)N.Cl, predict the reaction product. The product is: [N:1]1([C:14]([O:33][C:31]2[C:30]3[O:34][C:35]4[CH:36]=[CH:37][C:38]([C@@H:47]([OH:52])[CH2:48][CH:49]([CH3:50])[CH3:51])=[C:39]([O:45][CH3:46])[C:40]=4[C:41](=[O:42])[O:43][CH2:44][C:29]=3[CH:28]=[C:27]([CH3:26])[CH:32]=2)=[O:15])[CH2:6][CH2:5][O:4][CH2:3][CH2:2]1.